This data is from Full USPTO retrosynthesis dataset with 1.9M reactions from patents (1976-2016). The task is: Predict the reactants needed to synthesize the given product. (1) Given the product [CH2:38]([NH:41][C:2]1[CH:7]=[C:6]([C:8]2[NH:12][C:11]3[CH:13]=[CH:14][CH:15]=[C:16]([NH:17][C:18]([C:20]4[CH:21]=[C:22]([CH:26]5[CH2:30][CH2:29][N:28]([C:31]([O:33][C:34]([CH3:35])([CH3:36])[CH3:37])=[O:32])[CH2:27]5)[CH:23]=[CH:24][CH:25]=4)=[O:19])[C:10]=3[N:9]=2)[CH:5]=[CH:4][N:3]=1)[CH2:39][CH3:40], predict the reactants needed to synthesize it. The reactants are: Cl[C:2]1[CH:7]=[C:6]([C:8]2[NH:12][C:11]3[CH:13]=[CH:14][CH:15]=[C:16]([NH:17][C:18]([C:20]4[CH:21]=[C:22]([CH:26]5[CH2:30][CH2:29][N:28]([C:31]([O:33][C:34]([CH3:37])([CH3:36])[CH3:35])=[O:32])[CH2:27]5)[CH:23]=[CH:24][CH:25]=4)=[O:19])[C:10]=3[N:9]=2)[CH:5]=[CH:4][N:3]=1.[CH2:38]([NH2:41])[CH2:39][CH3:40].O. (2) Given the product [OH:13][CH:12]1[CH:16]([OH:15])[CH:17]([CH2:22][C:23]2[CH:24]=[CH:25][C:26]([OH:29])=[CH:27][CH:28]=2)[NH:18][C:19](=[O:21])[NH:20][CH:11]1[CH2:10][C:9]1[CH:8]=[CH:7][C:6]([OH:5])=[CH:37][CH:36]=1, predict the reactants needed to synthesize it. The reactants are: C([O:5][C:6]1[CH:37]=[CH:36][C:9]([CH2:10][CH:11]2[NH:20][C:19](=[O:21])[NH:18][CH:17]([CH2:22][C:23]3[CH:28]=[CH:27][C:26]([O:29]C(C)(C)C)=[CH:25][CH:24]=3)[CH:16]3[CH:12]2[O:13]C(C)(C)[O:15]3)=[CH:8][CH:7]=1)(C)(C)C.C(O)(C(F)(F)F)=O. (3) The reactants are: [H-].[Na+].[NH:3]1[CH:7]=[N:6][CH:5]=[N:4]1.[CH2:8]([C:15]1[CH:16]=[C:17]([CH:20]=[C:21]([Br:23])[CH:22]=1)[CH2:18]Br)[C:9]1[CH:14]=[CH:13][CH:12]=[CH:11][CH:10]=1. Given the product [CH2:8]([C:15]1[CH:22]=[C:21]([Br:23])[CH:20]=[C:17]([CH2:18][N:3]2[CH:7]=[N:6][CH:5]=[N:4]2)[CH:16]=1)[C:9]1[CH:10]=[CH:11][CH:12]=[CH:13][CH:14]=1, predict the reactants needed to synthesize it. (4) Given the product [ClH:25].[O:21]1[CH:22]=[CH:23][N:24]=[C:20]1[C:17]1[CH:16]=[CH:15][C:14]([N:11]2[CH2:12][CH2:13][NH:8][CH2:9][CH2:10]2)=[CH:19][CH:18]=1, predict the reactants needed to synthesize it. The reactants are: C(OC([N:8]1[CH2:13][CH2:12][N:11]([C:14]2[CH:19]=[CH:18][C:17]([C:20]3[O:21][CH:22]=[CH:23][N:24]=3)=[CH:16][CH:15]=2)[CH2:10][CH2:9]1)=O)(C)(C)C.[ClH:25].